From a dataset of Peptide-MHC class I binding affinity with 185,985 pairs from IEDB/IMGT. Regression. Given a peptide amino acid sequence and an MHC pseudo amino acid sequence, predict their binding affinity value. This is MHC class I binding data. (1) The peptide sequence is KFYGPFVDR. The MHC is HLA-B57:01 with pseudo-sequence HLA-B57:01. The binding affinity (normalized) is 0.439. (2) The peptide sequence is VHYGQGWLY. The MHC is HLA-B27:03 with pseudo-sequence HLA-B27:03. The binding affinity (normalized) is 0.0847. (3) The peptide sequence is MTLMKGASRR. The MHC is HLA-A31:01 with pseudo-sequence HLA-A31:01. The binding affinity (normalized) is 0.593. (4) The peptide sequence is KTKISVEKI. The MHC is HLA-A02:01 with pseudo-sequence HLA-A02:01. The binding affinity (normalized) is 0.0826. (5) The peptide sequence is WPEIVGAIV. The MHC is HLA-A11:01 with pseudo-sequence HLA-A11:01. The binding affinity (normalized) is 0.0847.